This data is from Retrosynthesis with 50K atom-mapped reactions and 10 reaction types from USPTO. The task is: Predict the reactants needed to synthesize the given product. (1) Given the product NC(=O)c1cc(-c2ccccc2)cc2c(C3CCN(S(=O)(=O)CCCN4CCCC4)CC3)c[nH]c12, predict the reactants needed to synthesize it. The reactants are: C1CCNC1.NC(=O)c1cc(-c2ccccc2)cc2c(C3CCN(S(=O)(=O)CCCCl)CC3)c[nH]c12. (2) Given the product CCOC(=O)c1cccc(Oc2cccc(C)c2)c1, predict the reactants needed to synthesize it. The reactants are: CCOC(=O)c1cccc(O)c1.Cc1cccc(B(O)O)c1. (3) Given the product Nc1cnc(-c2ccc(-c3ccccc3S(=O)(=O)N3CCC(O)(c4ccccc4)C3)cc2F)cn1, predict the reactants needed to synthesize it. The reactants are: CC1(C)OB(c2ccc(-c3cnc(N)cn3)c(F)c2)OC1(C)C.O=S(=O)(c1ccccc1Br)N1CCC(O)(c2ccccc2)C1. (4) Given the product Cn1cnc(CCCO)c1, predict the reactants needed to synthesize it. The reactants are: CCOC(=O)CCc1cn(C)cn1. (5) Given the product COc1cc2c(Oc3ccc4cccnc4c3)ncnc2cc1O, predict the reactants needed to synthesize it. The reactants are: COc1cc2c(Oc3ccc4cccnc4c3)ncnc2cc1OCc1ccccc1.